This data is from Peptide-MHC class I binding affinity with 185,985 pairs from IEDB/IMGT. The task is: Regression. Given a peptide amino acid sequence and an MHC pseudo amino acid sequence, predict their binding affinity value. This is MHC class I binding data. The peptide sequence is CMLNNSFYY. The MHC is HLA-A26:01 with pseudo-sequence HLA-A26:01. The binding affinity (normalized) is 0.366.